From a dataset of Forward reaction prediction with 1.9M reactions from USPTO patents (1976-2016). Predict the product of the given reaction. (1) Given the reactants [Cl:1][C:2]1[CH:3]=[C:4]([NH:19][C:20]2[C:21]3[N:28]([CH2:29][CH2:30][O:31][CH2:32][CH2:33][OH:34])[CH:27]=[CH:26][C:22]=3[N:23]=[CH:24][N:25]=2)[CH:5]=[CH:6][C:7]=1[O:8][C:9]1[CH:14]=[CH:13][CH:12]=[C:11]([C:15]([F:18])([F:17])[F:16])[CH:10]=1.ClC(Cl)(Cl)[C:37]([N:39]=C=O)=[O:38].C(=O)([O-])[O-].[K+].[K+].C(=O)([O-])O.[Na+], predict the reaction product. The product is: [C:37](=[O:38])([O:34][CH2:33][CH2:32][O:31][CH2:30][CH2:29][N:28]1[C:21]2[C:20]([NH:19][C:4]3[CH:5]=[CH:6][C:7]([O:8][C:9]4[CH:14]=[CH:13][CH:12]=[C:11]([C:15]([F:17])([F:16])[F:18])[CH:10]=4)=[C:2]([Cl:1])[CH:3]=3)=[N:25][CH:24]=[N:23][C:22]=2[CH:26]=[CH:27]1)[NH2:39]. (2) Given the reactants C(OC(=O)[CH:5]([CH:25]1[CH2:27][CH2:26]1)[CH2:6][CH2:7][CH2:8][CH2:9][CH2:10][CH2:11][CH2:12][CH2:13][CH2:14][CH2:15][CH2:16][CH2:17][CH:18]([CH:22]1CC1)C(O)=O)C.C(Cl)(=O)C(Cl)=O.C[N:36]([CH:38]=[O:39])C.[C:40]([O:43][CH2:44][CH3:45])(=[O:42])C, predict the reaction product. The product is: [CH2:44]([O:43][C:40]([C:17]1([CH2:16][CH2:15][CH2:14][CH2:13][CH2:12][CH2:11][CH2:10][CH2:9][CH2:8][CH2:7][CH2:6][CH2:5][C:25]2([C:38](=[O:39])[NH2:36])[CH2:26][CH2:27]2)[CH2:18][CH2:22]1)=[O:42])[CH3:45]. (3) Given the reactants Br[C:2]1[CH:3]=[C:4]([C:8]2[O:12][N:11]=[C:10]([C:13]3[CH:14]=[N:15][CH:16]=[CH:17][CH:18]=3)[N:9]=2)[CH:5]=[CH:6][CH:7]=1.[NH:19]1[CH2:23][CH2:22][CH2:21][C:20]1=[O:24].C(=O)([O-])[O-].[Cs+].[Cs+].C1(P(C2C=CC=CC=2)C2C3OC4C(=CC=CC=4P(C4C=CC=CC=4)C4C=CC=CC=4)C(C)(C)C=3C=CC=2)C=CC=CC=1, predict the reaction product. The product is: [N:15]1[CH:16]=[CH:17][CH:18]=[C:13]([C:10]2[N:9]=[C:8]([C:4]3[CH:3]=[C:2]([N:19]4[CH2:23][CH2:22][CH2:21][C:20]4=[O:24])[CH:7]=[CH:6][CH:5]=3)[O:12][N:11]=2)[CH:14]=1. (4) Given the reactants C1(P(C2C=CC=CC=2)C2C=CC=CC=2)C=CC=CC=1.[F:20][C:21]([F:26])([F:25])[C:22](O)=O.C(N(CC)CC)C.[C:34]([NH2:53])([C:47]1[CH:52]=[CH:51][CH:50]=[CH:49][CH:48]=1)([C:41]1[CH:46]=[CH:45][CH:44]=[CH:43][CH:42]=1)[C:35]1[CH:40]=[CH:39][CH:38]=[CH:37][CH:36]=1.C(Cl)(Cl)(Cl)[Cl:55], predict the reaction product. The product is: [F:20][C:21]([F:26])([F:25])[C:22]([Cl:55])=[N:53][C:34]([C:41]1[CH:46]=[CH:45][CH:44]=[CH:43][CH:42]=1)([C:47]1[CH:48]=[CH:49][CH:50]=[CH:51][CH:52]=1)[C:35]1[CH:36]=[CH:37][CH:38]=[CH:39][CH:40]=1. (5) Given the reactants O.[CH2:2]([O:4][C:5]([C:7]1[C:16]([Cl:17])=[CH:15][C:14]2[C:9](=[C:10]([C:18]#N)[CH:11]=[CH:12][CH:13]=2)[CH:8]=1)=[O:6])[CH3:3].CC(O)=[O:22], predict the reaction product. The product is: [CH2:2]([O:4][C:5]([C:7]1[C:16]([Cl:17])=[CH:15][C:14]2[C:9](=[C:10]([CH:18]=[O:22])[CH:11]=[CH:12][CH:13]=2)[CH:8]=1)=[O:6])[CH3:3]. (6) The product is: [Cl:1][C:2]1[CH:3]=[C:4]([N:10]2[C:14]([CH3:15])=[C:13]([O:16][C:17]3[CH:18]=[CH:19][C:20]([C:21]([NH:28][NH:27][C:29]([O:31][C:32]([CH3:35])([CH3:34])[CH3:33])=[O:30])=[O:22])=[CH:24][CH:25]=3)[C:12]([CH3:26])=[N:11]2)[CH:5]=[CH:6][C:7]=1[C:8]#[N:9]. Given the reactants [Cl:1][C:2]1[CH:3]=[C:4]([N:10]2[C:14]([CH3:15])=[C:13]([O:16][C:17]3[CH:25]=[CH:24][C:20]([C:21](O)=[O:22])=[CH:19][CH:18]=3)[C:12]([CH3:26])=[N:11]2)[CH:5]=[CH:6][C:7]=1[C:8]#[N:9].[NH:27]([C:29]([O:31][C:32]([CH3:35])([CH3:34])[CH3:33])=[O:30])[NH2:28], predict the reaction product. (7) Given the reactants [Cl:1][C:2]1[CH:3]=[N:4][C:5]([N:11]2[CH2:15][CH2:14][CH:13]([O:16][C:17]3[CH:18]=[C:19]([CH3:23])[CH:20]=[CH:21][CH:22]=3)[CH2:12]2)=[C:6]([CH:10]=1)[C:7]([OH:9])=O.Cl.[NH2:25][C:26]1([C:29]2[CH:38]=[CH:37][C:32]([C:33]([O:35][CH3:36])=[O:34])=[CH:31][CH:30]=2)[CH2:28][CH2:27]1, predict the reaction product. The product is: [Cl:1][C:2]1[CH:3]=[N:4][C:5]([N:11]2[CH2:15][CH2:14][CH:13]([O:16][C:17]3[CH:18]=[C:19]([CH3:23])[CH:20]=[CH:21][CH:22]=3)[CH2:12]2)=[C:6]([CH:10]=1)[C:7]([NH:25][C:26]1([C:29]2[CH:38]=[CH:37][C:32]([C:33]([O:35][CH3:36])=[O:34])=[CH:31][CH:30]=2)[CH2:28][CH2:27]1)=[O:9]. (8) Given the reactants [CH3:1][C:2](=[O:7])[C:3]([CH3:6])([CH3:5])[CH3:4].[CH:8](=[O:17])[CH2:9][CH2:10]CCCCCC.C([Mg]Cl)(C)(C)C.CC(C)(C(O)CCCCCCCC)C.CC(C)(C(=O)CCCCCCCC)C.O1C=CC=C1C=O, predict the reaction product. The product is: [CH3:4][C:3]([CH3:6])([CH3:5])[CH:2]([C:1]1[O:17][CH:8]=[CH:9][CH:10]=1)[OH:7]. (9) Given the reactants [F:1][C:2]1[CH:7]=[C:6]([I:8])[CH:5]=[CH:4][C:3]=1[NH:9][C:10]1[N:15]([CH3:16])[C:14](=[O:17])[C:13]2[CH2:18][CH2:19][CH2:20][C:12]=2[C:11]=1[C:21]([NH:23][NH2:24])=[O:22].[N:25]#[C:26]Br.C([O-])(O)=O.[Na+], predict the reaction product. The product is: [NH2:25][C:26]1[O:22][C:21]([C:11]2[C:12]3[CH2:20][CH2:19][CH2:18][C:13]=3[C:14](=[O:17])[N:15]([CH3:16])[C:10]=2[NH:9][C:3]2[CH:4]=[CH:5][C:6]([I:8])=[CH:7][C:2]=2[F:1])=[N:23][N:24]=1.